Dataset: Full USPTO retrosynthesis dataset with 1.9M reactions from patents (1976-2016). Task: Predict the reactants needed to synthesize the given product. Given the product [CH3:17][C:5]1[CH:4]=[CH:3][C:2]([NH:1][C:19]([NH:18][C:21]2[CH:26]=[CH:25][CH:24]=[C:23]([C:27]([F:28])([F:29])[F:30])[CH:22]=2)=[O:20])=[CH:16][C:6]=1[C:7](=[O:8])[NH:9][C:10]1[CH:15]=[N:14][CH:13]=[N:12][CH:11]=1, predict the reactants needed to synthesize it. The reactants are: [NH2:1][C:2]1[CH:3]=[CH:4][C:5]([CH3:17])=[C:6]([CH:16]=1)[C:7]([NH:9][C:10]1[CH:11]=[N:12][CH:13]=[N:14][CH:15]=1)=[O:8].[N:18]([C:21]1[CH:26]=[CH:25][CH:24]=[C:23]([C:27]([F:30])([F:29])[F:28])[CH:22]=1)=[C:19]=[O:20].